From a dataset of M1 muscarinic receptor agonist screen with 61,833 compounds. Binary Classification. Given a drug SMILES string, predict its activity (active/inactive) in a high-throughput screening assay against a specified biological target. (1) The compound is S(=O)(=O)(N1CCC(CC1)C(=O)NCCC=1CCCCC1)CC. The result is 0 (inactive). (2) The molecule is Clc1c(ccc(Nc2ncnc3nc[nH]c23)c1)C. The result is 0 (inactive).